From a dataset of Full USPTO retrosynthesis dataset with 1.9M reactions from patents (1976-2016). Predict the reactants needed to synthesize the given product. (1) Given the product [F:30][C:25]1[CH:26]=[C:27]2[C:22](=[CH:23][CH:24]=1)[C:21]([CH2:34][CH2:35][CH3:36])([CH2:31][CH2:32][CH3:33])[C:20](=[O:37])[C:19]([C:14]1[NH:13][C:12]3[CH:38]=[CH:39][C:9]([OH:8])=[CH:10][C:11]=3[S:16](=[O:17])(=[O:18])[N:15]=1)=[C:28]2[OH:29], predict the reactants needed to synthesize it. The reactants are: C([O:8][C:9]1[CH:39]=[CH:38][C:12]2[NH:13][C:14]([C:19]3[C:20](=[O:37])[C:21]([CH2:34][CH2:35][CH3:36])([CH2:31][CH2:32][CH3:33])[C:22]4[C:27]([C:28]=3[OH:29])=[CH:26][C:25]([F:30])=[CH:24][CH:23]=4)=[N:15][S:16](=[O:18])(=[O:17])[C:11]=2[CH:10]=1)C1C=CC=CC=1.C(OC1C=CC2NC(C3C(=O)C(CCC)(CCC)C4C(C=3O)=CC=CC=4)=NS(=O)(=O)C=2C=1)C1C=CC=CC=1. (2) The reactants are: [CH2:1]([O:8][C:9]1[CH:10]=[C:11]2[C:15](=[CH:16][CH:17]=1)[N:14]([C:18]([O:20][C:21]([CH3:24])([CH3:23])[CH3:22])=[O:19])[CH:13]=[CH:12]2)[C:2]1C=CC=C[CH:3]=1.[Br:25]CCCBr.C(=O)([O-])[O-].[Cs+].[Cs+]. Given the product [Br:25][CH2:3][CH2:2][CH2:1][O:8][C:9]1[CH:10]=[C:11]2[C:15](=[CH:16][CH:17]=1)[N:14]([C:18]([O:20][C:21]([CH3:24])([CH3:23])[CH3:22])=[O:19])[CH:13]=[CH:12]2, predict the reactants needed to synthesize it. (3) Given the product [ClH:22].[CH3:21][O:20][CH2:19][CH2:18][NH:8][C:9]1[CH:10]=[C:11]([CH:15]=[CH:16][CH:17]=1)[C:12]([OH:14])=[O:13], predict the reactants needed to synthesize it. The reactants are: C(OC([N:8]([CH2:18][CH2:19][O:20][CH3:21])[C:9]1[CH:10]=[C:11]([CH:15]=[CH:16][CH:17]=1)[C:12]([OH:14])=[O:13])=O)(C)(C)C.[ClH:22].C(OCC)(=O)C. (4) Given the product [Cl:1][C:2]1[N:3]=[N:4][C:5]([NH:8][N:9]=[CH:13][C:12]2[CH:15]=[C:16]([OH:20])[C:17]([OH:19])=[CH:18][C:11]=2[OH:10])=[CH:6][CH:7]=1, predict the reactants needed to synthesize it. The reactants are: [Cl:1][C:2]1[N:3]=[N:4][C:5]([NH:8][NH2:9])=[CH:6][CH:7]=1.[OH:10][C:11]1[CH:18]=[C:17]([OH:19])[C:16]([OH:20])=[CH:15][C:12]=1[CH:13]=O. (5) Given the product [Cl:20][C:14]1[CH:15]=[C:16]([F:19])[CH:17]=[CH:18][C:13]=1[S:10]([C@H:8]1[CH2:7][N:6]([C:21]2[N:25]([CH2:26][CH2:27][C:28]3[CH:29]=[CH:30][CH:31]=[CH:32][CH:33]=3)[N:24]=[C:23]([CH3:34])[CH:22]=2)[C@H:5]([C:3]([OH:4])=[O:2])[CH2:9]1)(=[O:12])=[O:11], predict the reactants needed to synthesize it. The reactants are: C[O:2][C:3]([C@@H:5]1[CH2:9][C@@H:8]([S:10]([C:13]2[CH:18]=[CH:17][C:16]([F:19])=[CH:15][C:14]=2[Cl:20])(=[O:12])=[O:11])[CH2:7][N:6]1[C:21]1[N:25]([CH2:26][CH2:27][C:28]2[CH:33]=[CH:32][CH:31]=[CH:30][CH:29]=2)[N:24]=[C:23]([CH3:34])[CH:22]=1)=[O:4].[OH-].[Li+]. (6) Given the product [Cl:1][C:2]1[CH:3]=[C:4]([C:12]2[O:16][N:15]=[C:14]([C:17]3[CH:18]=[CH:19][CH:20]=[C:21]4[C:25]=3[NH:24][CH:23]=[C:22]4[CH2:26][NH:27][CH2:28][C:29]([OH:31])=[O:30])[N:13]=2)[CH:5]=[CH:6][C:7]=1[O:8][CH:9]([CH3:10])[CH3:11], predict the reactants needed to synthesize it. The reactants are: [Cl:1][C:2]1[CH:3]=[C:4]([C:12]2[O:16][N:15]=[C:14]([C:17]3[CH:18]=[CH:19][CH:20]=[C:21]4[C:25]=3[NH:24][CH:23]=[C:22]4[CH2:26][NH:27][CH2:28][C:29]([O:31]CC)=[O:30])[N:13]=2)[CH:5]=[CH:6][C:7]=1[O:8][CH:9]([CH3:11])[CH3:10].[OH-].[Na+].